This data is from Forward reaction prediction with 1.9M reactions from USPTO patents (1976-2016). The task is: Predict the product of the given reaction. (1) Given the reactants [Cl-].[CH3:2][O:3][CH2:4][P+](C1C=CC=CC=1)(C1C=CC=CC=1)C1C=CC=CC=1.[CH3:24][Si]([N-][Si](C)(C)C)(C)C.[Na+].[CH2:34]([N:41]1[CH2:46][CH2:45][C@@H:44]([CH3:47])[C@@H:43]([NH:48][C:49]2[C:54](C=O)=[CH:53][N:52]=[C:51]3[N:57]([CH2:60][O:61][CH2:62][CH2:63][Si:64]([CH3:67])([CH3:66])[CH3:65])[CH:58]=[CH:59][C:50]=23)[CH2:42]1)[C:35]1[CH:40]=[CH:39][CH:38]=[CH:37][CH:36]=1.[Cl-].[NH4+], predict the reaction product. The product is: [CH2:34]([N:41]1[CH2:46][CH2:45][C@@H:44]([CH3:47])[C@@H:43]([NH:48][C:49]2[C:50]3[CH:59]=[CH:58][N:57]([CH2:60][O:61][CH2:62][CH2:63][Si:64]([CH3:67])([CH3:66])[CH3:65])[C:51]=3[N:52]=[CH:53][C:54]=2[CH:24]=[CH:4][O:3][CH3:2])[CH2:42]1)[C:35]1[CH:36]=[CH:37][CH:38]=[CH:39][CH:40]=1. (2) The product is: [CH3:21][CH:2]([CH3:1])[C@@H:3]([N:7]1[CH:16]=[CH:15][C:14]2[C:9](=[CH:10][CH:11]=[CH:12][C:13]=2[N+:17]([O-:19])=[O:18])[C:8]1=[O:20])[C:4]([NH:26][CH3:30])=[O:6]. Given the reactants [CH3:1][CH:2]([CH3:21])[C@@H:3]([N:7]1[CH:16]=[CH:15][C:14]2[C:9](=[CH:10][CH:11]=[CH:12][C:13]=2[N+:17]([O-:19])=[O:18])[C:8]1=[O:20])[C:4]([OH:6])=O.CN.O.O[N:26]1[C:30]2C=CC=CC=2N=N1.Cl.CN(C)CCCN=C=NCC.C(N(CC)C(C)C)(C)C, predict the reaction product. (3) Given the reactants S(Cl)(Cl)=O.[CH:5]1([CH2:8][C:9]([OH:11])=O)[CH2:7][CH2:6]1.[Cl:12][C:13]1[C:18]([N:19]2[CH2:24][CH2:23][N:22]([C:25]3[CH:30]=[CH:29][C:28]([F:31])=[CH:27][CH:26]=3)[CH2:21][CH2:20]2)=[CH:17][N:16]=[N:15][C:14]=1[NH:32][NH2:33].C(=O)(O)[O-].[Na+], predict the reaction product. The product is: [Cl:12][C:13]1[C:18]([N:19]2[CH2:24][CH2:23][N:22]([C:25]3[CH:26]=[CH:27][C:28]([F:31])=[CH:29][CH:30]=3)[CH2:21][CH2:20]2)=[CH:17][N:16]=[N:15][C:14]=1[NH:32][NH:33][C:9](=[O:11])[CH2:8][CH:5]1[CH2:6][CH2:7]1. (4) Given the reactants [F:1][C:2]1[C:3]([N+:9]([O-:11])=[O:10])=[CH:4][CH:5]=[C:6]([OH:8])[CH:7]=1.[CH3:12][CH:13](O)[CH3:14].C1(P(C2C=CC=CC=2)C2C=CC=CN=2)C=CC=CC=1.N(C(OC(C)(C)C)=O)=NC(OC(C)(C)C)=O.Cl.C(OCC)C, predict the reaction product. The product is: [F:1][C:2]1[CH:7]=[C:6]([O:8][CH:13]([CH3:14])[CH3:12])[CH:5]=[CH:4][C:3]=1[N+:9]([O-:11])=[O:10]. (5) Given the reactants [CH3:1][Li].[Br:3][C:4]1[CH:5]=[C:6]([CH:10]=[C:11]([F:13])[CH:12]=1)[C:7]([OH:9])=O, predict the reaction product. The product is: [Br:3][C:4]1[CH:5]=[C:6]([C:7](=[O:9])[CH3:1])[CH:10]=[C:11]([F:13])[CH:12]=1. (6) The product is: [CH3:28][C:27]1[C:26]([C:32]2[CH:37]=[CH:36][CH:35]=[CH:34][CH:33]=2)=[C:10]([S:7]([C:4]2[CH:3]=[CH:2][C:1]([CH3:13])=[CH:6][CH:5]=2)(=[O:8])=[O:9])[NH:11][CH:12]=1. Given the reactants [C:1]1([CH3:13])[CH:6]=[CH:5][C:4]([S:7]([CH2:10][N+:11]#[C-:12])(=[O:9])=[O:8])=[CH:3][CH:2]=1.CN(C)C(N(C)C)=N.C(O[CH:26]([C:32]1[CH:37]=[CH:36][CH:35]=[CH:34][CH:33]=1)[CH:27]([N+]([O-])=O)[CH3:28])(=O)C.O, predict the reaction product. (7) Given the reactants [C:1]([CH:3]=[C:4]1[CH2:9][CH2:8][N:7]([C:10]([O:12][C:13]([CH3:16])([CH3:15])[CH3:14])=[O:11])[CH:6]([C:17]2[CH:22]=[CH:21][CH:20]=[CH:19][CH:18]=2)[CH2:5]1)#[N:2].N#N, predict the reaction product. The product is: [C:1]([CH2:3][CH:4]1[CH2:9][CH2:8][N:7]([C:10]([O:12][C:13]([CH3:16])([CH3:15])[CH3:14])=[O:11])[CH:6]([C:17]2[CH:18]=[CH:19][CH:20]=[CH:21][CH:22]=2)[CH2:5]1)#[N:2].